This data is from Catalyst prediction with 721,799 reactions and 888 catalyst types from USPTO. The task is: Predict which catalyst facilitates the given reaction. (1) Reactant: [Cl:1][C:2]1[CH:3]=[CH:4][C:5]([N:16]2[CH:20]=[C:19]([Si](C)(C)C)[N:18]=[N:17]2)=[C:6]([C:8]2[CH:13]=[C:12]([O:14][CH3:15])[N:11]=[CH:10][N:9]=2)[CH:7]=1.C1C(=O)N([Cl:32])C(=O)C1. Product: [Cl:1][C:2]1[CH:3]=[CH:4][C:5]([N:16]2[CH:20]=[C:19]([Cl:32])[N:18]=[N:17]2)=[C:6]([C:8]2[CH:13]=[C:12]([O:14][CH3:15])[N:11]=[CH:10][N:9]=2)[CH:7]=1. The catalyst class is: 10. (2) Reactant: [CH:1]1([C:4]2[CH:5]=[C:6]3[C:10](=[C:11]([CH:13]([O:15][CH2:16][C:17]4([C:30]5[CH:35]=[CH:34][C:33]([F:36])=[CH:32][CH:31]=5)[CH2:22][CH2:21][N:20](C(OC(C)(C)C)=O)[CH2:19][CH2:18]4)[CH3:14])[CH:12]=2)[NH:9][N:8]=[CH:7]3)[CH2:3][CH2:2]1. Product: [CH:1]1([C:4]2[CH:5]=[C:6]3[C:10](=[C:11]([CH:13]([O:15][CH2:16][C:17]4([C:30]5[CH:31]=[CH:32][C:33]([F:36])=[CH:34][CH:35]=5)[CH2:22][CH2:21][NH:20][CH2:19][CH2:18]4)[CH3:14])[CH:12]=2)[NH:9][N:8]=[CH:7]3)[CH2:3][CH2:2]1. The catalyst class is: 55. (3) Reactant: [C:1](#[N:8])[C:2]1[CH:7]=[CH:6][CH:5]=[CH:4][CH:3]=1.S(=O)(=O)(O)[OH:10].[CH2:14]([C:16]1[CH:21]=[CH:20][CH:19]=[C:18]([CH2:22][C:23]([CH3:25])=[CH2:24])[CH:17]=1)[CH3:15]. Product: [CH2:14]([C:16]1[CH:17]=[C:18]([CH2:22][C:23]([NH:8][C:1](=[O:10])[C:2]2[CH:7]=[CH:6][CH:5]=[CH:4][CH:3]=2)([CH3:25])[CH3:24])[CH:19]=[CH:20][CH:21]=1)[CH3:15]. The catalyst class is: 15. (4) Reactant: [Br:1][C:2]1[CH:7]=[CH:6][C:5]([N:8]2[C:12](=[O:13])[NH:11][N:10]=[CH:9]2)=[C:4]([F:14])[CH:3]=1.[H-].[Na+].Br[CH2:18][CH2:19][NH:20][S:21]([CH3:24])(=[O:23])=[O:22]. Product: [Br:1][C:2]1[CH:7]=[CH:6][C:5]([N:8]2[C:12](=[O:13])[N:11]([CH2:18][CH2:19][NH:20][S:21]([CH3:24])(=[O:23])=[O:22])[N:10]=[CH:9]2)=[C:4]([F:14])[CH:3]=1. The catalyst class is: 9. (5) Reactant: [N:1]1[C:10]2[C:5](=[CH:6][CH:7]=[CH:8][CH:9]=2)[CH:4]=[C:3]([NH:11][S:12]([C:15]2[C:16]([O:30][CH3:31])=[N:17][CH:18]=[C:19](B3OC(C)(C)C(C)(C)O3)[CH:20]=2)(=[O:14])=[O:13])[CH:2]=1.OO.CC(O)=[O:36]. Product: [N:1]1[C:10]2[C:5](=[CH:6][CH:7]=[CH:8][CH:9]=2)[CH:4]=[C:3]([NH:11][S:12]([C:15]2[C:16]([O:30][CH3:31])=[N:17][CH:18]=[C:19]([OH:36])[CH:20]=2)(=[O:14])=[O:13])[CH:2]=1. The catalyst class is: 2.